This data is from Full USPTO retrosynthesis dataset with 1.9M reactions from patents (1976-2016). The task is: Predict the reactants needed to synthesize the given product. (1) Given the product [Cl:1][C:2]1[CH:3]=[C:4]([F:9])[C:5]([F:8])=[CH:6][C:7]=1[N+:15]([O-:17])=[O:16], predict the reactants needed to synthesize it. The reactants are: [Cl:1][C:2]1[CH:7]=[CH:6][C:5]([F:8])=[C:4]([F:9])[CH:3]=1.OS(O)(=O)=O.[N+:15]([O-])([OH:17])=[O:16]. (2) Given the product [C:17]1([C:15]2[N:16]=[C:12]([NH:11][C:9](=[O:10])[CH2:8][C:7]([OH:23])=[O:6])[S:13][CH:14]=2)[CH:18]=[CH:19][CH:20]=[CH:21][CH:22]=1, predict the reactants needed to synthesize it. The reactants are: O[Li].O.C([O:6][C:7](=[O:23])[CH2:8][C:9]([NH:11][C:12]1[S:13][CH:14]=[C:15]([C:17]2[CH:22]=[CH:21][CH:20]=[CH:19][CH:18]=2)[N:16]=1)=[O:10])C. (3) The reactants are: [CH3:1][N:2]1[C:6]([CH3:7])=[CH:5][CH:4]=[C:3]1[C:8]([O:10]CC)=O.[NH2:13][C:14]1[CH:15]=[CH:16][C:17]([F:22])=[C:18]([CH:21]=1)[C:19]#[N:20].C[Si]([N-][Si](C)(C)C)(C)C.[Li+]. Given the product [C:19]([C:18]1[CH:21]=[C:14]([NH:13][C:8]([C:3]2[N:2]([CH3:1])[C:6]([CH3:7])=[CH:5][CH:4]=2)=[O:10])[CH:15]=[CH:16][C:17]=1[F:22])#[N:20], predict the reactants needed to synthesize it. (4) Given the product [Br:1][C:2]1[C:3]([O:42][CH3:43])=[CH:4][CH:5]=[C:6]2[C:11]=1[N:10]=[C:9]([C:12]1[S:13][CH:14]=[CH:15][N:16]=1)[CH:8]=[C:7]2[O:17][CH:18]1[CH2:36][CH:35]2[N:20]([C:21](=[O:41])[CH2:22][CH2:23][CH2:24][CH2:25][CH2:26][CH2:27][CH:28]=[CH:29][CH:30]3[C:32]([C:38]([NH:85][S:86]([CH:89]4[CH2:91][CH2:90]4)(=[O:88])=[O:87])=[O:40])([NH:33][C:34]2=[O:37])[CH2:31]3)[CH2:19]1, predict the reactants needed to synthesize it. The reactants are: [Br:1][C:2]1[C:3]([O:42][CH3:43])=[CH:4][CH:5]=[C:6]2[C:11]=1[N:10]=[C:9]([C:12]1[S:13][CH:14]=[CH:15][N:16]=1)[CH:8]=[C:7]2[O:17][CH:18]1[CH2:36][CH:35]2[N:20]([C:21](=[O:41])[CH2:22][CH2:23][CH2:24][CH2:25][CH2:26][CH2:27][CH:28]=[CH:29][CH:30]3[C:32]([C:38]([OH:40])=O)([NH:33][C:34]2=[O:37])[CH2:31]3)[CH2:19]1.C(C1N=C(C2C=C(OC3CC4N(C(=O)CCCCCCC=CC5C(C([NH:85][S:86]([CH:89]6[CH2:91][CH2:90]6)(=[O:88])=[O:87])=O)(NC4=O)C5)C3)C3C(=CC(OC)=CC=3)N=2)SC=1)(C)C. (5) Given the product [CH3:20][O:19][CH2:18][CH2:17][O:16][C:14]1[CH:13]=[CH:12][C:11]([CH3:21])=[C:10]([C:9]2[C:5]3[CH:4]=[C:3]([CH2:2][O:24][C:25]4[N:30]=[CH:29][C:28]([C@@H:31]([C:38]#[C:39][CH3:40])[CH2:32][C:33]([O:35][CH2:36][CH3:37])=[O:34])=[CH:27][CH:26]=4)[CH:23]=[CH:22][C:6]=3[S:7][CH:8]=2)[CH:15]=1, predict the reactants needed to synthesize it. The reactants are: Br[CH2:2][C:3]1[CH:23]=[CH:22][C:6]2[S:7][CH:8]=[C:9]([C:10]3[CH:15]=[C:14]([O:16][CH2:17][CH2:18][O:19][CH3:20])[CH:13]=[CH:12][C:11]=3[CH3:21])[C:5]=2[CH:4]=1.[OH:24][C:25]1[N:30]=[CH:29][C:28]([C@@H:31]([C:38]#[C:39][CH3:40])[CH2:32][C:33]([O:35][CH2:36][CH3:37])=[O:34])=[CH:27][CH:26]=1. (6) The reactants are: [C:1]([C:3]1[CH:18]=[CH:17][C:6]([CH2:7][NH:8][CH2:9][C:10]([O:12][C:13]([CH3:16])([CH3:15])[CH3:14])=[O:11])=[CH:5][CH:4]=1)#[N:2].[N+:19]([C:22]1[CH:30]=[CH:29][C:25]([C:26](Cl)=[O:27])=[CH:24][CH:23]=1)([O-:21])=[O:20]. Given the product [C:1]([C:3]1[CH:4]=[CH:5][C:6]([CH2:7][N:8]([CH2:9][C:10]([O:12][C:13]([CH3:15])([CH3:14])[CH3:16])=[O:11])[C:26](=[O:27])[C:25]2[CH:24]=[CH:23][C:22]([N+:19]([O-:21])=[O:20])=[CH:30][CH:29]=2)=[CH:17][CH:18]=1)#[N:2], predict the reactants needed to synthesize it.